Dataset: Full USPTO retrosynthesis dataset with 1.9M reactions from patents (1976-2016). Task: Predict the reactants needed to synthesize the given product. (1) Given the product [CH2:19]([C:4]1([CH2:3][CH3:2])[C:9]2[NH:10][C:11]3[C:16]([C:8]=2[CH2:7][CH2:6][O:5]1)=[CH:15][CH:14]=[CH:13][C:12]=3[CH2:17][CH3:18])[CH3:20], predict the reactants needed to synthesize it. The reactants are: Cl[CH2:2][CH2:3][C:4]1([CH2:19][CH3:20])[C:9]2[NH:10][C:11]3[C:16]([C:8]=2[CH2:7][CH2:6][O:5]1)=[CH:15][CH:14]=[CH:13][C:12]=3[CH2:17][CH3:18].[SnH](CCCC)(CCCC)CCCC. (2) Given the product [CH3:1][N:2]1[CH2:21][CH2:20][C:5]2[N:6]([CH2:14][C:15]([NH2:22])=[O:17])[C:7]3[CH:8]=[CH:9][C:10]([CH3:13])=[CH:11][C:12]=3[C:4]=2[CH2:3]1, predict the reactants needed to synthesize it. The reactants are: [CH3:1][N:2]1[CH2:21][CH2:20][C:5]2[N:6]([CH2:14][C:15]([O:17]CC)=O)[C:7]3[CH:8]=[CH:9][C:10]([CH3:13])=[CH:11][C:12]=3[C:4]=2[CH2:3]1.[NH3:22]. (3) The reactants are: [CH:1](=O)[C:2]1[CH:7]=[CH:6][CH:5]=[CH:4][CH:3]=1.[NH:9]1[C:13]2[CH:14]=[CH:15][CH:16]=[CH:17][C:12]=2[N:11]=[N:10]1.[N:18]1([C:24]([O:26][C:27]([CH3:30])([CH3:29])[CH3:28])=[O:25])[CH2:23][CH2:22][NH:21][CH2:20][CH2:19]1.O. Given the product [N:9]1([CH:1]([C:2]2[CH:7]=[CH:6][CH:5]=[CH:4][CH:3]=2)[N:21]2[CH2:20][CH2:19][N:18]([C:24]([O:26][C:27]([CH3:30])([CH3:29])[CH3:28])=[O:25])[CH2:23][CH2:22]2)[C:13]2[CH:14]=[CH:15][CH:16]=[CH:17][C:12]=2[N:11]=[N:10]1, predict the reactants needed to synthesize it. (4) Given the product [Cl:1][C:2]1[CH:19]=[CH:18][C:5]([CH2:6][N:7]2[C:15]3[C:10](=[CH:11][C:12](/[CH:16]=[C:27]4/[C:28](=[O:44])[N:29]([C@H:30]5[C@H:35]([OH:36])[CH2:34][CH2:33][NH:32][CH2:31]5)[C:25](=[O:24])[S:26]/4)=[CH:13][CH:14]=3)[CH:9]=[N:8]2)=[C:4]([C:20]([F:21])([F:23])[F:22])[CH:3]=1, predict the reactants needed to synthesize it. The reactants are: [Cl:1][C:2]1[CH:19]=[CH:18][C:5]([CH2:6][N:7]2[C:15]3[C:10](=[CH:11][C:12]([CH:16]=O)=[CH:13][CH:14]=3)[CH:9]=[N:8]2)=[C:4]([C:20]([F:23])([F:22])[F:21])[CH:3]=1.[O:24]=[C:25]1[N:29]([C@H:30]2[C@H:35]([OH:36])[CH2:34][CH2:33][N:32](C(OC(C)(C)C)=O)[CH2:31]2)[C:28](=[O:44])[CH2:27][S:26]1. (5) Given the product [C:7]1([CH2:13][CH2:14][NH:15][CH2:29][CH2:28][CH2:27][O:26][C:17]2[CH:18]=[CH:19][C:20]3[C:25](=[CH:24][CH:23]=[CH:22][CH:21]=3)[CH:16]=2)[CH:12]=[CH:11][CH:10]=[CH:9][CH:8]=1, predict the reactants needed to synthesize it. The reactants are: C(=O)([O-])[O-].[K+].[K+].[C:7]1([CH2:13][CH2:14][NH2:15])[CH:12]=[CH:11][CH:10]=[CH:9][CH:8]=1.[CH:16]1[C:25]2[C:20](=[CH:21][CH:22]=[CH:23][CH:24]=2)[CH:19]=[CH:18][C:17]=1[O:26][CH2:27][CH2:28][CH2:29]Cl. (6) Given the product [NH:2]1[CH:6]=[CH:5][N:4]=[C:3]1[C:7]1[CH:13]=[CH:12][CH:11]=[CH:10][C:8]=1[NH2:9], predict the reactants needed to synthesize it. The reactants are: Br.[NH:2]1[CH2:6][CH2:5][N:4]=[C:3]1[C:7]1[CH:13]=[CH:12][CH:11]=[CH:10][C:8]=1[NH2:9].Cl.NO. (7) Given the product [CH2:1]([N:3]1[C:9](=[O:10])[C:8]([CH3:12])([CH3:11])[C:7](=[O:13])[N:6]([CH3:14])[C:5]2[CH:15]=[C:16]([CH2:19][NH:20][CH2:28][C:29]3[C:30]([CH2:35][OH:36])=[N:31][CH:32]=[CH:33][CH:34]=3)[CH:17]=[CH:18][C:4]1=2)[CH3:2], predict the reactants needed to synthesize it. The reactants are: [CH2:1]([N:3]1[C:9](=[O:10])[C:8]([CH3:12])([CH3:11])[C:7](=[O:13])[N:6]([CH3:14])[C:5]2[CH:15]=[C:16]([CH2:19][N:20]([CH2:28][C:29]3[C:30]([CH2:35][OH:36])=[N:31][CH:32]=[CH:33][CH:34]=3)C(=O)OC(C)(C)C)[CH:17]=[CH:18][C:4]1=2)[CH3:2].Cl. (8) Given the product [F:1][CH:2]([C:8]1[CH:13]=[CH:12][CH:11]=[CH:10][C:9]=1[C:14]1[CH:19]=[CH:18][CH:17]=[C:16]([F:20])[CH:15]=1)[C:3]([OH:5])=[O:4], predict the reactants needed to synthesize it. The reactants are: [F:1][CH:2]([C:8]1[CH:13]=[CH:12][CH:11]=[CH:10][C:9]=1[C:14]1[CH:19]=[CH:18][CH:17]=[C:16]([F:20])[CH:15]=1)[C:3]([O:5]CC)=[O:4].O.[OH-].[Li+].C(O)(=O)CC(CC(O)=O)(C(O)=O)O. (9) Given the product [C:1]([O:5][C:6]([N:8]1[CH2:14][C:13]2[CH:15]=[C:16]([B:24]([OH:25])[OH:23])[CH:17]=[CH:18][C:12]=2[O:11][CH2:10][CH2:9]1)=[O:7])([CH3:4])([CH3:3])[CH3:2], predict the reactants needed to synthesize it. The reactants are: [C:1]([O:5][C:6]([N:8]1[CH2:14][C:13]2[CH:15]=[C:16](Br)[CH:17]=[CH:18][C:12]=2[O:11][CH2:10][CH2:9]1)=[O:7])([CH3:4])([CH3:3])[CH3:2].C([O:23][B:24](OC(C)C)[O:25]C(C)C)(C)C.C([Li])CCC. (10) Given the product [NH2:14][C:13]1[NH:30][N:29]=[C:9]([NH:8][C:6]2[CH:7]=[C:2]([Cl:1])[C:3]([C:16]3[CH2:21][CH2:20][N:19]([C:22]([O:24][C:25]([CH3:28])([CH3:27])[CH3:26])=[O:23])[CH2:18][CH:17]=3)=[C:4]([Cl:15])[CH:5]=2)[N:12]=1, predict the reactants needed to synthesize it. The reactants are: [Cl:1][C:2]1[CH:7]=[C:6](/[N:8]=[C:9](/[NH:12][C:13]#[N:14])\SC)[CH:5]=[C:4]([Cl:15])[C:3]=1[C:16]1[CH2:21][CH2:20][N:19]([C:22]([O:24][C:25]([CH3:28])([CH3:27])[CH3:26])=[O:23])[CH2:18][CH:17]=1.[NH2:29][NH2:30].